From a dataset of Forward reaction prediction with 1.9M reactions from USPTO patents (1976-2016). Predict the product of the given reaction. (1) Given the reactants C([O:3][C:4](=[O:35])[CH:5]([O:32][CH2:33][CH3:34])[CH2:6][C:7]1[CH:12]=[CH:11][C:10]([O:13][CH2:14][C:15]2[N:16]=[C:17]([C:21]3[CH:26]=[CH:25][CH:24]=[CH:23][C:22]=3[C:27]([F:30])([F:29])[F:28])[O:18][C:19]=2[CH3:20])=[CH:9][C:8]=1[CH3:31])C.[Li+].[OH-], predict the reaction product. The product is: [CH2:33]([O:32][CH:5]([CH2:6][C:7]1[CH:12]=[CH:11][C:10]([O:13][CH2:14][C:15]2[N:16]=[C:17]([C:21]3[CH:26]=[CH:25][CH:24]=[CH:23][C:22]=3[C:27]([F:28])([F:29])[F:30])[O:18][C:19]=2[CH3:20])=[CH:9][C:8]=1[CH3:31])[C:4]([OH:35])=[O:3])[CH3:34]. (2) Given the reactants [N:1]1[CH:6]=[CH:5][N:4]=[CH:3][C:2]=1[CH2:7][OH:8].[Cl:9][C:10]1[CH:15]=[C:14]([NH:16][C:17]2[C:26]3[C:21](=[CH:22][CH:23]=[CH:24][C:25]=3[O:27][CH2:28][C@@H:29]3[CH2:33][CH2:32][CH2:31][N:30]3[C:34](=[O:39])[CH2:35][N:36]([CH3:38])[CH3:37])[N:20]=[CH:19][N:18]=2)[CH:13]=[CH:12][C:11]=1O, predict the reaction product. The product is: [Cl:9][C:10]1[CH:15]=[C:14]([NH:16][C:17]2[C:26]3[C:21](=[CH:22][CH:23]=[CH:24][C:25]=3[O:27][CH2:28][C@@H:29]3[CH2:33][CH2:32][CH2:31][N:30]3[C:34](=[O:39])[CH2:35][N:36]([CH3:37])[CH3:38])[N:20]=[CH:19][N:18]=2)[CH:13]=[CH:12][C:11]=1[O:8][CH2:7][C:2]1[CH:3]=[N:4][CH:5]=[CH:6][N:1]=1.